This data is from Full USPTO retrosynthesis dataset with 1.9M reactions from patents (1976-2016). The task is: Predict the reactants needed to synthesize the given product. (1) The reactants are: C(OC(=O)[NH:7][NH2:8])(C)(C)C.C(O)(=O)C.F[C:15]1[CH:20]=[CH:19][CH:18]=[CH:17][C:16]=1[C:21]([C:23]1[CH:28]=[CH:27][N:26]=[C:25]([S:29][CH3:30])[N:24]=1)=O.C1CCN2C(=NCCC2)CC1. Given the product [CH3:30][S:29][C:25]1[N:24]=[C:23]([C:21]2[C:16]3[C:15](=[CH:20][CH:19]=[CH:18][CH:17]=3)[NH:8][N:7]=2)[CH:28]=[CH:27][N:26]=1, predict the reactants needed to synthesize it. (2) The reactants are: C([CH:5]([CH2:9][C:10]1[CH:15]=[CH:14][CH:13]=[C:12]([NH:16][C:17](=[O:32])[CH:18]([C:25]2[CH:30]=[CH:29][C:28]([Cl:31])=[CH:27][CH:26]=2)[CH:19]([CH3:24])[C:20]([F:23])([F:22])[F:21])[C:11]=1[F:33])[C:6]([OH:8])=[O:7])(C)(C)C.FC(F)(F)C(O)=O. Given the product [Cl:31][C:28]1[CH:27]=[CH:26][C:25]([CH:18]([CH:19]([CH3:24])[C:20]([F:23])([F:21])[F:22])[C:17]([NH:16][C:12]2[C:11]([F:33])=[C:10]([CH2:9][CH2:5][C:6]([OH:8])=[O:7])[CH:15]=[CH:14][CH:13]=2)=[O:32])=[CH:30][CH:29]=1, predict the reactants needed to synthesize it. (3) Given the product [CH2:3]([O:10][C:11]([N:13]1[CH2:14][CH2:15][CH:16]([C:19]2[S:20][CH:21]=[C:22]([C:24]([OH:26])=[O:25])[CH:23]=2)[CH2:17][CH2:18]1)=[O:12])[C:4]1[CH:9]=[CH:8][CH:7]=[CH:6][CH:5]=1, predict the reactants needed to synthesize it. The reactants are: [OH-].[K+].[CH2:3]([O:10][C:11]([N:13]1[CH2:18][CH2:17][CH:16]([C:19]2[S:20][CH:21]=[C:22]([C:24]([O:26]CC)=[O:25])[CH:23]=2)[CH2:15][CH2:14]1)=[O:12])[C:4]1[CH:9]=[CH:8][CH:7]=[CH:6][CH:5]=1. (4) Given the product [OH:18][C:15]1([CH2:4][N+:1]([O-:3])=[O:2])[CH2:14][CH2:13][N:12]([C:9]2[CH:8]=[CH:7][N:6]=[CH:11][CH:10]=2)[CH2:17][CH2:16]1, predict the reactants needed to synthesize it. The reactants are: [N+:1]([CH3:4])([O-:3])=[O:2].[Na].[N:6]1[CH:11]=[CH:10][C:9]([N:12]2[CH2:17][CH2:16][C:15](=[O:18])[CH2:14][CH2:13]2)=[CH:8][CH:7]=1. (5) Given the product [NH:6]1[C:14]2[C:9](=[CH:10][CH:11]=[CH:12][CH:13]=2)[CH:8]([CH2:15][O:16][S:2]([CH3:1])(=[O:4])=[O:3])[CH2:7]1, predict the reactants needed to synthesize it. The reactants are: [CH3:1][S:2](Cl)(=[O:4])=[O:3].[NH:6]1[C:14]2[C:9](=[CH:10][CH:11]=[CH:12][CH:13]=2)[CH:8]([CH2:15][OH:16])[CH2:7]1.CCN(C(C)C)C(C)C. (6) Given the product [CH:1]1[C:10]2[C:5](=[CH:6][CH:7]=[CH:8][CH:9]=2)[CH:4]=[CH:3][C:2]=1[O:11][C:18]1[C:19]2[C:20](=[O:12])[C:14]3[C:19](=[C:18]([O:11][C:2]4[CH:3]=[CH:4][C:5]5[C:10](=[CH:9][CH:8]=[CH:7][CH:6]=5)[CH:1]=4)[CH:17]=[CH:16][CH:15]=3)[C:20](=[O:12])[C:14]=2[CH:15]=[CH:16][CH:17]=1, predict the reactants needed to synthesize it. The reactants are: [CH:1]1[C:10]2[C:5](=[CH:6][CH:7]=[CH:8][CH:9]=2)[CH:4]=[CH:3][C:2]=1[OH:11].[OH-:12].[K+].[C:14]1([CH3:20])[CH:19]=[CH:18][CH:17]=[CH:16][CH:15]=1. (7) Given the product [NH:15]1[C:23]2[C:18](=[CH:19][CH:20]=[C:21]([NH:24][C:2]3[N:11]=[C:10]([Cl:12])[CH:9]=[C:8]([C:13]#[N:14])[C:3]=3[C:4]([O:6][CH3:7])=[O:5])[CH:22]=2)[CH:17]=[N:16]1, predict the reactants needed to synthesize it. The reactants are: Cl[C:2]1[N:11]=[C:10]([Cl:12])[CH:9]=[C:8]([C:13]#[N:14])[C:3]=1[C:4]([O:6][CH3:7])=[O:5].[NH:15]1[C:23]2[C:18](=[CH:19][CH:20]=[C:21]([NH2:24])[CH:22]=2)[CH:17]=[N:16]1.CCN(CC)CC.O. (8) Given the product [Br:33][C:12]1[S:11][C:10]([N:13]2[CH2:18][CH2:17][N:16]([CH3:19])[CH2:15][CH2:14]2)=[N:9][C:8]=1[C:7]1[C:2]([F:1])=[C:3]([NH:21][S:22]([C:25]2[CH:30]=[C:29]([F:31])[CH:28]=[CH:27][C:26]=2[F:32])(=[O:23])=[O:24])[CH:4]=[CH:5][C:6]=1[F:20], predict the reactants needed to synthesize it. The reactants are: [F:1][C:2]1[C:7]([C:8]2[N:9]=[C:10]([N:13]3[CH2:18][CH2:17][N:16]([CH3:19])[CH2:15][CH2:14]3)[S:11][CH:12]=2)=[C:6]([F:20])[CH:5]=[CH:4][C:3]=1[NH:21][S:22]([C:25]1[CH:30]=[C:29]([F:31])[CH:28]=[CH:27][C:26]=1[F:32])(=[O:24])=[O:23].[Br:33]N1C(=O)CCC1=O.